From a dataset of Experimentally validated miRNA-target interactions with 360,000+ pairs, plus equal number of negative samples. Binary Classification. Given a miRNA mature sequence and a target amino acid sequence, predict their likelihood of interaction. The miRNA is hsa-miR-4526 with sequence GCUGACAGCAGGGCUGGCCGCU. The protein sequence of the target gene is MDSTKEKCDSYKDDLLLRMGLNDNKAGMEGLDKEKINKIIMEATKGSRFYGNELKKEKQVNQRIENMMQQKAQITSQQLRKAQLQVDRFAMELEQSRNLSNTIVHIDMDAFYAAVEMRDNPELKDKPIAVGSMSMLSTSNYHARRFGVRAAMPGFIAKRLCPQLIIVPPNFDKYRAVSKEVKEILADYDPNFMAMSLDEAYLNITKHLEERQNWPEDKRRYFIKMGSSVENDNPGKEVNKLSEHERSISPLLFEESPSDVQPPGDPFQVNFEEQNNPQILQNSVVFGTSAQEVVKEIRFR.... Result: 0 (no interaction).